Dataset: Catalyst prediction with 721,799 reactions and 888 catalyst types from USPTO. Task: Predict which catalyst facilitates the given reaction. (1) Reactant: [N:1]1([C:25]([O:27][C:28]([CH3:31])([CH3:30])[CH3:29])=[O:26])[CH2:6][CH2:5][N:4](C(OCC2C=CC=CC=2)=O)[CH2:3][C@H:2]1[C:17]([O:19][CH:20]1[CH2:24][CH2:23][CH2:22][CH2:21]1)=[O:18]. Product: [N:1]1([C:25]([O:27][C:28]([CH3:31])([CH3:30])[CH3:29])=[O:26])[CH2:6][CH2:5][NH:4][CH2:3][C@H:2]1[C:17]([O:19][CH:20]1[CH2:24][CH2:23][CH2:22][CH2:21]1)=[O:18]. The catalyst class is: 99. (2) Product: [C:1]([O:5][C:6]([NH:8][CH2:9][C@H:10]1[CH2:15][CH2:14][C@H:13]([C:16]([NH:18][C@H:19]([C:39](=[O:52])[NH:40][C:41]2[CH:46]=[CH:45][C:44]([C:47]3[N:48]=[N:49][NH:50][N:51]=3)=[CH:43][CH:42]=2)[CH2:20][C:21]2[CH:22]=[CH:23][C:24]([C:27]3[C:32]([CH3:33])=[CH:31][C:30]([CH3:34])=[C:29]([C:35]([OH:37])=[O:36])[CH:28]=3)=[CH:25][CH:26]=2)=[O:17])[CH2:12][CH2:11]1)=[O:7])([CH3:4])([CH3:2])[CH3:3]. The catalyst class is: 20. Reactant: [C:1]([O:5][C:6]([NH:8][CH2:9][C@H:10]1[CH2:15][CH2:14][C@H:13]([C:16]([NH:18][C@H:19]([C:39](=[O:52])[NH:40][C:41]2[CH:46]=[CH:45][C:44]([C:47]3[N:48]=[N:49][NH:50][N:51]=3)=[CH:43][CH:42]=2)[CH2:20][C:21]2[CH:26]=[CH:25][C:24]([C:27]3[C:32]([CH3:33])=[CH:31][C:30]([CH3:34])=[C:29]([C:35]([O:37]C)=[O:36])[CH:28]=3)=[CH:23][CH:22]=2)=[O:17])[CH2:12][CH2:11]1)=[O:7])([CH3:4])([CH3:3])[CH3:2].[OH-].[Li+].Cl.